From a dataset of Reaction yield outcomes from USPTO patents with 853,638 reactions. Predict the reaction yield, written as a fraction of the theoretical maximum amount of product (1.0 means a 100% yield; for example, 0.34 means a 34% yield). (1) The reactants are [Cl:1][C:2]1[CH:3]=[CH:4][C:5]([N+:9]([O-:11])=[O:10])=[C:6]([CH:8]=1)[NH2:7].C1C(=O)N([I:19])C(=O)C1. The catalyst is CC(O)=O. The product is [Cl:1][C:2]1[C:3]([I:19])=[CH:4][C:5]([N+:9]([O-:11])=[O:10])=[C:6]([CH:8]=1)[NH2:7]. The yield is 0.810. (2) The yield is 0.870. The product is [F:19][C:14]1[CH:13]=[C:12]([CH2:11][C@H:10]([NH:20][C:21](=[O:43])[C:22]2[CH:27]=[CH:26][CH:25]=[C:24]([C:33]([NH:35][CH:36]([C:37]3[CH:65]=[CH:63][CH:64]=[CH:39][CH:38]=3)[CH3:40])=[O:34])[CH:23]=2)[C@H:9]([OH:8])[C@H:44]2[CH2:48][C@@H:47]([O:49][CH2:50][CH2:51][CH3:52])[CH2:46][NH:45]2)[CH:17]=[C:16]([F:18])[CH:15]=1. The catalyst is ClCCl. The reactants are [Si]([O:8][C@H:9]([C@H:44]1[CH2:48][C@@H:47]([O:49][CH2:50][CH2:51][CH3:52])[CH2:46][N:45]1C(OC(C)(C)C)=O)[C@@H:10]([NH:20][C:21](=[O:43])[C:22]1[CH:27]=[C:26](C2OC=CN=2)[CH:25]=[C:24]([C:33]([N:35]2[CH2:39][CH2:38][CH2:37][C@@H:36]2[CH2:40]OC)=[O:34])[CH:23]=1)[CH2:11][C:12]1[CH:17]=[C:16]([F:18])[CH:15]=[C:14]([F:19])[CH:13]=1)(C(C)(C)C)(C)C.[Si](O[C@H]([C@H]1C[C@@H](OCCC)CN1C(OC(C)(C)C)=O)[C@@H](NC(=O)C1C=CC=C(C(=O)N)C=1)CC1C=C(F)C=C(F)C=1)([C:63](C)([CH3:65])[CH3:64])(C)C.C(OC(N1C[C@H](OCCC)C[C@@H]1[C@@H](O[Si](C(C)(C)C)(C)C)[C@@H](NC(C1C=C(C=CC=1)C(O)=O)=O)CC1C=C(F)C=C(F)C=1)=O)(C)(C)C.CCN(C(C)C)C(C)C.CN(C(ON1N=NC2C=CC=NC1=2)=[N+](C)C)C.F[P-](F)(F)(F)(F)F.C1(C(N)C)C=CC=CC=1. (3) The reactants are Cl.[C:2](=[NH:8])([O:5][CH2:6]C)[CH2:3][CH3:4].C(N(CC)CC)C.[C:16](Cl)(=[O:23])[C:17]1[CH:22]=[CH:21][CH:20]=[CH:19][CH:18]=1. The catalyst is C1(C)C=CC=CC=1. The product is [CH3:6][O:5][C:2](=[N:8][C:16](=[O:23])[C:17]1[CH:22]=[CH:21][CH:20]=[CH:19][CH:18]=1)[CH2:3][CH3:4]. The yield is 0.820. (4) The reactants are C(NC(C)C)(C)C.C([Li])CCC.[CH3:13][S:14][C:15]1[N:20]=[C:19]([CH3:21])[CH:18]=[CH:17][N:16]=1.[Br:22][C:23]1[CH:24]=[C:25]([CH:32]=[CH:33][CH:34]=1)[C:26](N(OC)C)=[O:27]. The catalyst is O1CCCC1.C(OCC)(=O)C.O. The product is [Br:22][C:23]1[CH:24]=[C:25]([C:26](=[O:27])[CH2:21][C:19]2[CH:18]=[CH:17][N:16]=[C:15]([S:14][CH3:13])[N:20]=2)[CH:32]=[CH:33][CH:34]=1. The yield is 0.770. (5) The reactants are [OH:1][C:2]1[CH:3]=[C:4]([CH:7]=[CH:8][CH:9]=1)[CH:5]=[O:6].Cl[C:11]1[N:16]=[CH:15][CH:14]=[CH:13][N:12]=1.C([O-])([O-])=O.[K+].[K+].O. The catalyst is CS(C)=O. The product is [N:12]1[CH:13]=[CH:14][CH:15]=[N:16][C:11]=1[O:1][C:2]1[CH:3]=[C:4]([CH:7]=[CH:8][CH:9]=1)[CH:5]=[O:6]. The yield is 0.710. (6) The reactants are [Cl:1][C:2]1[CH:7]=[CH:6][CH:5]=[CH:4][C:3]=1[C:8]1[N:9]([C:20]2[CH:25]=[CH:24][C:23]([Cl:26])=[CH:22][CH:21]=2)[C:10]([CH2:18][CH3:19])=[C:11]([C:13]([O:15]CC)=[O:14])[N:12]=1.[Li+].[OH-].Cl. The catalyst is O1CCCC1.O. The product is [Cl:1][C:2]1[CH:7]=[CH:6][CH:5]=[CH:4][C:3]=1[C:8]1[N:9]([C:20]2[CH:21]=[CH:22][C:23]([Cl:26])=[CH:24][CH:25]=2)[C:10]([CH2:18][CH3:19])=[C:11]([C:13]([OH:15])=[O:14])[N:12]=1. The yield is 0.840. (7) The reactants are O=[C:2]([CH3:12])[CH:3]([C:6]1[CH:11]=[CH:10][CH:9]=[CH:8][CH:7]=1)[C:4]#[N:5].O.[NH2:14][NH2:15].C(O)(=O)C. The catalyst is C1(C)C=CC=CC=1. The product is [CH3:12][C:2]1[C:3]([C:6]2[CH:11]=[CH:10][CH:9]=[CH:8][CH:7]=2)=[C:4]([NH2:5])[NH:15][N:14]=1. The yield is 0.810.